From a dataset of Full USPTO retrosynthesis dataset with 1.9M reactions from patents (1976-2016). Predict the reactants needed to synthesize the given product. (1) Given the product [Cl:1][C:2]1[CH:24]=[CH:23][CH:22]=[CH:21][C:3]=1[O:4][C:5]1[C:18](=[O:19])[N:17]([CH3:20])[C:8]2[N:9]=[C:10]([NH:33][CH2:25][CH2:26][C:27]3[CH:32]=[CH:31][CH:30]=[CH:29][CH:28]=3)[N:11]=[CH:12][C:7]=2[CH:6]=1, predict the reactants needed to synthesize it. The reactants are: [Cl:1][C:2]1[CH:24]=[CH:23][CH:22]=[CH:21][C:3]=1[O:4][C:5]1[C:18](=[O:19])[N:17]([CH3:20])[C:8]2[N:9]=[C:10](S(C)(=O)=O)[N:11]=[CH:12][C:7]=2[CH:6]=1.[CH2:25]([NH2:33])[CH2:26][C:27]1[CH:32]=[CH:31][CH:30]=[CH:29][CH:28]=1.CCOCC. (2) Given the product [C:24]([O:23][C:22](=[O:28])[NH:21][CH:18]1[CH2:17][CH2:16][C:15]([CH2:5][C:6]2[CH:11]=[C:10]([Cl:12])[CH:9]=[CH:8][C:7]=2[F:13])([OH:14])[CH2:20][CH2:19]1)([CH3:27])([CH3:25])[CH3:26], predict the reactants needed to synthesize it. The reactants are: [Mg].II.Br[CH2:5][C:6]1[CH:11]=[C:10]([Cl:12])[CH:9]=[CH:8][C:7]=1[F:13].[O:14]=[C:15]1[CH2:20][CH2:19][CH:18]([NH:21][C:22](=[O:28])[O:23][C:24]([CH3:27])([CH3:26])[CH3:25])[CH2:17][CH2:16]1.[NH4+].[Cl-]. (3) Given the product [C:1]([O:5][C:6](=[O:7])[NH:8][C@H:9]1[CH2:13][CH2:14][CH2:15][C@H:16]([CH2:17][CH2:18][CH:19]([CH3:21])[CH3:20])[C@@H:22]([O:26][Si:27]([CH:34]([CH3:36])[CH3:35])([CH:28]([CH3:29])[CH3:30])[CH:31]([CH3:32])[CH3:33])[C@H:23]([CH3:24])[O:25][C:10]1=[O:11])([CH3:3])([CH3:4])[CH3:2], predict the reactants needed to synthesize it. The reactants are: [C:1]([O:5][C:6]([NH:8][C@@H:9]([CH2:13][CH2:14][CH2:15][C@@H:16]([C@@H:22]([O:26][Si:27]([CH:34]([CH3:36])[CH3:35])([CH:31]([CH3:33])[CH3:32])[CH:28]([CH3:30])[CH3:29])[C@@H:23]([OH:25])[CH3:24])[CH2:17][CH2:18][CH:19]([CH3:21])[CH3:20])[C:10](O)=[O:11])=[O:7])([CH3:4])([CH3:3])[CH3:2].CC1C=CC=C([N+]([O-])=O)C=1C(OC(C1C([N+]([O-])=O)=CC=CC=1C)=O)=O. (4) Given the product [CH2:1]([N:8]1[CH2:17][CH2:16][C:15]2[N:14]=[C:13]([N:19]3[CH2:23][CH2:22][CH2:21][CH2:20]3)[CH:12]=[CH:11][C:10]=2[CH2:9]1)[C:2]1[CH:7]=[CH:6][CH:5]=[CH:4][CH:3]=1, predict the reactants needed to synthesize it. The reactants are: [CH2:1]([N:8]1[CH2:17][CH2:16][C:15]2[N:14]=[C:13](Cl)[CH:12]=[CH:11][C:10]=2[CH2:9]1)[C:2]1[CH:7]=[CH:6][CH:5]=[CH:4][CH:3]=1.[NH:19]1[CH2:23][CH2:22][CH2:21][CH2:20]1.CC(C1C=C(C(C)C)C(C2C=CC=CC=2P(C2CCCCC2)C2CCCCC2)=C(C(C)C)C=1)C.CC(C)([O-])C.[Na+]. (5) Given the product [CH3:1][S:2]([O:6][CH2:7][CH2:8][O:9][CH:10]1[CH2:27][CH2:26][C:13]2([CH2:14][CH2:15][N:16]([C:19]([O:21][C:22]([CH3:23])([CH3:24])[CH3:25])=[O:20])[CH2:17][CH2:18]2)[CH2:12][CH2:11]1)(=[O:4])=[O:3], predict the reactants needed to synthesize it. The reactants are: [CH3:1][S:2](Cl)(=[O:4])=[O:3].[OH:6][CH2:7][CH2:8][O:9][CH:10]1[CH2:27][CH2:26][C:13]2([CH2:18][CH2:17][N:16]([C:19]([O:21][C:22]([CH3:25])([CH3:24])[CH3:23])=[O:20])[CH2:15][CH2:14]2)[CH2:12][CH2:11]1.CCN(CC)CC. (6) The reactants are: [F:1][C:2]([F:27])([F:26])[C:3]1[CH:4]=[C:5]([CH:19]=[C:20]([C:22]([F:25])([F:24])[F:23])[CH:21]=1)[CH2:6][O:7][CH2:8][C:9]([CH3:18])([C:12]1[CH:17]=[CH:16][CH:15]=[CH:14][CH:13]=1)[CH2:10][OH:11].CC(OI1(OC(C)=O)(OC(C)=O)OC(=O)C2C=CC=CC1=2)=O. Given the product [F:1][C:2]([F:26])([F:27])[C:3]1[CH:4]=[C:5]([CH:19]=[C:20]([C:22]([F:23])([F:25])[F:24])[CH:21]=1)[CH2:6][O:7][CH2:8][C:9]([CH3:18])([C:12]1[CH:17]=[CH:16][CH:15]=[CH:14][CH:13]=1)[CH:10]=[O:11], predict the reactants needed to synthesize it. (7) Given the product [CH:1]1([NH:4][C:5](=[O:6])[NH:7][C:8]2[CH:9]=[CH:10][C:11]([C:14]3[N:15]=[C:16]([N:24]4[CH2:29][CH2:28][O:27][CH2:26][C@@H:25]4[CH3:30])[C:17]4[CH2:23][CH2:22][N:21]([C:32]([O:34][CH2:35][CH3:36])=[O:33])[CH2:20][C:18]=4[N:19]=3)=[CH:12][CH:13]=2)[CH2:2][CH2:3]1, predict the reactants needed to synthesize it. The reactants are: [CH:1]1([NH:4][C:5]([NH:7][C:8]2[CH:13]=[CH:12][C:11]([C:14]3[N:15]=[C:16]([N:24]4[CH2:29][CH2:28][O:27][CH2:26][C@@H:25]4[CH3:30])[C:17]4[CH2:23][CH2:22][NH:21][CH2:20][C:18]=4[N:19]=3)=[CH:10][CH:9]=2)=[O:6])[CH2:3][CH2:2]1.Cl[C:32]([O:34][CH2:35][CH3:36])=[O:33].